Dataset: Forward reaction prediction with 1.9M reactions from USPTO patents (1976-2016). Task: Predict the product of the given reaction. Given the reactants [CH2:1]1N2CCN(CC2)[CH2:2]1.[C:9]([OH:21])(=O)[CH2:10][C:11]([CH2:16][C:17]([OH:19])=O)(C(O)=O)O.[CH3:22]C(C)=O.CC#N, predict the reaction product. The product is: [CH3:22][O:19][C:17]1[CH:1]=[CH:2][C:10]([CH:9]=[O:21])=[CH:11][CH:16]=1.